Dataset: Catalyst prediction with 721,799 reactions and 888 catalyst types from USPTO. Task: Predict which catalyst facilitates the given reaction. Reactant: [CH3:1][O:2][C:3](=[O:12])[C:4]1[CH:9]=[CH:8][C:7]([I:10])=[C:6]([NH2:11])[CH:5]=1.[F:13][C:14]([F:25])([F:24])[C:15](O[C:15](=[O:16])[C:14]([F:25])([F:24])[F:13])=[O:16]. The catalyst class is: 4. Product: [CH3:1][O:2][C:3](=[O:12])[C:4]1[CH:9]=[CH:8][C:7]([I:10])=[C:6]([NH:11][C:15](=[O:16])[C:14]([F:25])([F:24])[F:13])[CH:5]=1.